Task: Predict the product of the given reaction.. Dataset: Forward reaction prediction with 1.9M reactions from USPTO patents (1976-2016) (1) Given the reactants C([N:8]1[CH2:25][CH2:24][C:11]2([C:15](=[O:16])[N:14]([C:17]3[CH2:21]C[C:19](=[O:22])[C:18]=3[CH3:23])[CH2:13][CH2:12]2)[CH:10]([OH:26])[CH2:9]1)C1C=CC=CC=1.C(O[C:32](=[O:38])[O:33][C:34]([CH3:37])([CH3:36])[CH3:35])(C)(C)C.[OH:39]CC1(OC[C@@H](O)[C@@H](O)[C@H]1O)O, predict the reaction product. The product is: [OH:26][CH:10]1[CH2:9][N:8]([C:32]([O:33][C:34]([CH3:35])([CH3:36])[CH3:37])=[O:38])[CH2:25][CH2:24][C:11]21[C:15](=[O:16])[N:14]([C:17]1[CH2:21][O:39][C:19](=[O:22])[C:18]=1[CH3:23])[CH2:13][CH2:12]2. (2) Given the reactants [F:1][C:2]1[CH:21]=[CH:20][C:5]2[C:6]([C:9]3[CH:14]=[CH:13][C:12]([O:15][CH2:16][C@H:17]4[CH2:19][O:18]4)=[CH:11][CH:10]=3)=[N:7][O:8][C:4]=2[CH:3]=1.[F:22][C:23]([F:33])([F:32])[C:24]1[CH:31]=[CH:30][CH:29]=[CH:28][C:25]=1[CH2:26][NH2:27], predict the reaction product. The product is: [F:1][C:2]1[CH:21]=[CH:20][C:5]2[C:6]([C:9]3[CH:14]=[CH:13][C:12]([O:15][CH2:16][C@H:17]([OH:18])[CH2:19][NH:27][CH2:26][C:25]4[CH:28]=[CH:29][CH:30]=[CH:31][C:24]=4[C:23]([F:22])([F:32])[F:33])=[CH:11][CH:10]=3)=[N:7][O:8][C:4]=2[CH:3]=1. (3) Given the reactants [Cl:1][C:2]1[CH:3]=[CH:4][C:5]2[N:6]([N:8]=[C:9]([NH2:11])[N:10]=2)[CH:7]=1.[CH3:12][O:13][C:14]1[C:24](Br)=[CH:23][C:17]2[CH2:18][CH2:19][S:20](=[O:22])(=[O:21])[C:16]=2[CH:15]=1.O.P([O-])([O-])([O-])=O.[K+].[K+].[K+], predict the reaction product. The product is: [Cl:1][C:2]1[CH:3]=[CH:4][C:5]2[N:6]([N:8]=[C:9]([NH:11][C:24]3[C:14]([O:13][CH3:12])=[CH:15][C:16]4[S:20](=[O:22])(=[O:21])[CH2:19][CH2:18][C:17]=4[CH:23]=3)[N:10]=2)[CH:7]=1. (4) Given the reactants Br[C:2]1[CH:3]=[CH:4][C:5]([N:8]2[CH2:12][C@H:11]([CH2:13][N:14]3[CH:18]=[CH:17][N:16]=[N:15]3)[O:10][C:9]2=[O:19])=[N:6][CH:7]=1.C[Sn](C)(C)[C:22]1[S:26][C:25]([C:27]2[CH2:31][CH:30]([CH2:32][OH:33])[O:29][N:28]=2)=[CH:24][CH:23]=1.O1C=CC=C1P(C1OC=CC=1)C1OC=CC=1, predict the reaction product. The product is: [OH:33][CH2:32][CH:30]1[O:29][N:28]=[C:27]([C:25]2[S:26][C:22]([C:2]3[CH:3]=[CH:4][C:5]([N:8]4[CH2:12][C@H:11]([CH2:13][N:14]5[CH:18]=[CH:17][N:16]=[N:15]5)[O:10][C:9]4=[O:19])=[N:6][CH:7]=3)=[CH:23][CH:24]=2)[CH2:31]1. (5) Given the reactants C[O:2][C:3]1[CH:4]=[C:5]2[C:15]3[C:10](=[N:11][CH:12]=[CH:13][CH:14]=3)[NH:9][C:6]2=[CH:7][N:8]=1.Cl, predict the reaction product. The product is: [N:11]1[C:10]2[NH:9][C:6]3[CH:7]=[N:8][C:3]([OH:2])=[CH:4][C:5]=3[C:15]=2[CH:14]=[CH:13][CH:12]=1. (6) The product is: [Cl:28][C:29]1[CH:34]=[CH:33][C:32]([S:35]([C:38]2[C:46]3[C:41](=[C:42]([O:52][CH3:53])[CH:43]=[CH:44][C:45]=3[S:47]([CH2:50][CH3:51])(=[O:49])=[O:48])[N:40]([CH2:54][C:55]([OH:57])=[O:56])[C:39]=2[CH3:59])(=[O:36])=[O:37])=[CH:31][CH:30]=1. Given the reactants ClC1C(C#N)=C2C(=CC=1)N(CC(O)=O)C(C)=C2S(C1C=CC(Cl)=CC=1)(=O)=O.[Cl:28][C:29]1[CH:34]=[CH:33][C:32]([S:35]([C:38]2[C:46]3[C:41](=[C:42]([O:52][CH3:53])[CH:43]=[CH:44][C:45]=3[S:47]([CH2:50][CH3:51])(=[O:49])=[O:48])[N:40]([CH2:54][C:55]([O:57]C)=[O:56])[C:39]=2[CH3:59])(=[O:37])=[O:36])=[CH:31][CH:30]=1, predict the reaction product.